Dataset: Serine/threonine kinase 33 screen with 319,792 compounds. Task: Binary Classification. Given a drug SMILES string, predict its activity (active/inactive) in a high-throughput screening assay against a specified biological target. (1) The molecule is S(=O)(=O)(Nc1ccc(F)cc1)c1c(c(c(OC)cc1)C)C. The result is 0 (inactive). (2) The compound is O=C(Nc1cc2c([nH]nc2)cc1)C(CC)c1ccccc1. The result is 1 (active). (3) The result is 0 (inactive). The molecule is O(C(C(=O)NC(Cc1c2c([nH]c1)ccc(O)c2)C(O)=O)C)c1cc2oc(=O)cc(c2cc1)c1ccccc1. (4) The compound is Clc1ccc(S(=O)(=O)Nc2c(C(=O)Nc3ccc(S(=O)(=O)Nc4ncccn4)cc3)cccc2)cc1. The result is 0 (inactive). (5) The drug is O=C(N1CCC(CC1)C(=O)Nc1c(OC)cc(OC)cc1)NC1CCCCC1. The result is 0 (inactive).